Task: Regression/Classification. Given a drug SMILES string, predict its absorption, distribution, metabolism, or excretion properties. Task type varies by dataset: regression for continuous measurements (e.g., permeability, clearance, half-life) or binary classification for categorical outcomes (e.g., BBB penetration, CYP inhibition). For this dataset (lipophilicity_astrazeneca), we predict Y.. Dataset: Experimental lipophilicity measurements (octanol/water distribution) for 4,200 compounds from AstraZeneca (1) The drug is Cc1oc(-c2ccccc2)nc1CCOc1ccc(C[C@H](Nc2ccccc2C(=O)c2ccccc2)C(=O)O)cc1. The Y is 3.50 logD. (2) The molecule is COc1cc2c(Nc3ccc(F)cc3F)c(C(N)=O)cnc2cc1N1CCN(C)CC1. The Y is 1.75 logD.